This data is from Reaction yield outcomes from USPTO patents with 853,638 reactions. The task is: Predict the reaction yield, written as a fraction of the theoretical maximum amount of product (1.0 means a 100% yield; for example, 0.34 means a 34% yield). (1) The reactants are Cl[CH:2]1[CH2:7][CH2:6][CH2:5][CH2:4][CH2:3]1.C1C=CC=CC=1.[Li].CC(C)([O-])C.[K+].C1(C2C=CC=CC=2)C=CC=CC=1.[C:33](=[O:35])=[O:34]. The catalyst is C1COCC1. The product is [C:33]([OH:35])(=[O:34])[C:2]1[CH:7]=[CH:6][CH:5]=[CH:4][CH:3]=1. The yield is 0.790. (2) The reactants are [C:1]1([C:7]([C:9]2[CH:14]=[C:13]([O:15][CH2:16][C:17]3[CH:22]=[CH:21][CH:20]=[CH:19][CH:18]=3)[CH:12]=[CH:11][C:10]=2[NH2:23])=O)[CH:6]=[CH:5][CH:4]=[CH:3][CH:2]=1.[N:24]([O-])=O.[Na+].CO.[Sn](Cl)Cl. The catalyst is Cl.O.C1COCC1. The product is [C:1]1([C:7]2[C:9]3[C:10](=[CH:11][CH:12]=[C:13]([O:15][CH2:16][C:17]4[CH:22]=[CH:21][CH:20]=[CH:19][CH:18]=4)[CH:14]=3)[NH:23][N:24]=2)[CH:6]=[CH:5][CH:4]=[CH:3][CH:2]=1. The yield is 0.480. (3) The reactants are [H-].[Na+].[I-].[CH3:4][S+](C)(C)=O.[F:9][C:10]1[C:18]2[C:14](=[CH:15][N:16]([CH3:19])[N:17]=2)[C:13](/[CH:20]=[CH:21]/[C:22]([O:24][CH2:25][CH3:26])=[O:23])=[CH:12][CH:11]=1.O. The catalyst is CS(C)=O. The product is [F:9][C:10]1[C:18]2[C:14](=[CH:15][N:16]([CH3:19])[N:17]=2)[C:13]([CH:20]2[CH2:4][CH:21]2[C:22]([O:24][CH2:25][CH3:26])=[O:23])=[CH:12][CH:11]=1. The yield is 0.760. (4) The reactants are [NH2:1][C:2]1[CH:3]=[CH:4][C:5]([O:8][CH3:9])=[N:6][CH:7]=1.C([O-])([O-])=O.[K+].[K+].[I-].C([N+]1(C)[CH2:29][CH2:28][C:27](=[O:30])[CH2:26][CH2:25]1)C1C=CC=CC=1. The catalyst is C(O)C.O. The product is [CH3:9][O:8][C:5]1[N:6]=[CH:7][C:2]([N:1]2[CH2:29][CH2:28][C:27](=[O:30])[CH2:26][CH2:25]2)=[CH:3][CH:4]=1. The yield is 0.740. (5) The reactants are [Cl:1][C:2]1[CH:3]=[N:4][C:5]2[C:10]([C:11]=1O)=[C:9]1[O:13][CH2:14][CH2:15][O:16][C:8]1=[CH:7][CH:6]=2.P(Br)(Br)[Br:18].C(=O)([O-])[O-].[Na+].[Na+]. The catalyst is CN(C=O)C. The product is [Br:18][C:11]1[C:10]2[C:5](=[CH:6][CH:7]=[C:8]3[O:16][CH2:15][CH2:14][O:13][C:9]3=2)[N:4]=[CH:3][C:2]=1[Cl:1]. The yield is 0.900. (6) The reactants are [CH:1]1([NH:4][C:5](=[S:43])[NH:6][C:7]2[CH:41]=[CH:40][C:10]([O:11][C:12]3[CH:17]=[CH:16][N:15]=[C:14]4[CH:18]=[C:19]([C:21]5[N:26]=[CH:25][C:24]([CH2:27][N:28]([CH2:36][CH2:37][O:38][CH3:39])C(=O)OC(C)(C)C)=[CH:23][CH:22]=5)[S:20][C:13]=34)=[C:9]([F:42])[CH:8]=2)[CH2:3][CH2:2]1.Cl.[OH-].[Na+]. The catalyst is CC(O)=O.O. The product is [CH:1]1([NH:4][C:5]([NH:6][C:7]2[CH:41]=[CH:40][C:10]([O:11][C:12]3[CH:17]=[CH:16][N:15]=[C:14]4[CH:18]=[C:19]([C:21]5[CH:22]=[CH:23][C:24]([CH2:27][NH:28][CH2:36][CH2:37][O:38][CH3:39])=[CH:25][N:26]=5)[S:20][C:13]=34)=[C:9]([F:42])[CH:8]=2)=[S:43])[CH2:3][CH2:2]1. The yield is 0.330.